This data is from NCI-60 drug combinations with 297,098 pairs across 59 cell lines. The task is: Regression. Given two drug SMILES strings and cell line genomic features, predict the synergy score measuring deviation from expected non-interaction effect. (1) Drug 1: C1=CN(C=N1)CC(O)(P(=O)(O)O)P(=O)(O)O. Drug 2: CN(CC1=CN=C2C(=N1)C(=NC(=N2)N)N)C3=CC=C(C=C3)C(=O)NC(CCC(=O)O)C(=O)O. Cell line: PC-3. Synergy scores: CSS=53.0, Synergy_ZIP=3.84, Synergy_Bliss=-1.18, Synergy_Loewe=-26.1, Synergy_HSA=-0.716. (2) Drug 1: C1CC(=O)NC(=O)C1N2CC3=C(C2=O)C=CC=C3N. Drug 2: CCC1=CC2CC(C3=C(CN(C2)C1)C4=CC=CC=C4N3)(C5=C(C=C6C(=C5)C78CCN9C7C(C=CC9)(C(C(C8N6C)(C(=O)OC)O)OC(=O)C)CC)OC)C(=O)OC.C(C(C(=O)O)O)(C(=O)O)O. Cell line: SNB-19. Synergy scores: CSS=27.7, Synergy_ZIP=-1.57, Synergy_Bliss=-2.92, Synergy_Loewe=-37.0, Synergy_HSA=-0.439. (3) Drug 1: CC1=CC=C(C=C1)C2=CC(=NN2C3=CC=C(C=C3)S(=O)(=O)N)C(F)(F)F. Drug 2: CC12CCC3C(C1CCC2O)C(CC4=C3C=CC(=C4)O)CCCCCCCCCS(=O)CCCC(C(F)(F)F)(F)F. Cell line: K-562. Synergy scores: CSS=21.3, Synergy_ZIP=-4.12, Synergy_Bliss=-3.12, Synergy_Loewe=-1.50, Synergy_HSA=-0.170.